This data is from Peptide-MHC class I binding affinity with 185,985 pairs from IEDB/IMGT. The task is: Regression. Given a peptide amino acid sequence and an MHC pseudo amino acid sequence, predict their binding affinity value. This is MHC class I binding data. (1) The MHC is HLA-A29:02 with pseudo-sequence HLA-A29:02. The peptide sequence is QYGSFCTQL. The binding affinity (normalized) is 0. (2) The peptide sequence is KLSGLGLNAV. The MHC is HLA-A02:01 with pseudo-sequence HLA-A02:01. The binding affinity (normalized) is 0.610. (3) The peptide sequence is IAMWLLLLSI. The MHC is HLA-A02:01 with pseudo-sequence HLA-A02:01. The binding affinity (normalized) is 0.503. (4) The peptide sequence is VVLQQHSIAY. The MHC is HLA-A03:01 with pseudo-sequence HLA-A03:01. The binding affinity (normalized) is 0.283. (5) The peptide sequence is RFNAIWFNH. The MHC is HLA-A80:01 with pseudo-sequence HLA-A80:01. The binding affinity (normalized) is 0.0847. (6) The peptide sequence is TVAPFNPTV. The MHC is HLA-B57:01 with pseudo-sequence HLA-B57:01. The binding affinity (normalized) is 0.159. (7) The peptide sequence is VSPLAVTWW. The MHC is HLA-B46:01 with pseudo-sequence HLA-B46:01. The binding affinity (normalized) is 0.0847.